This data is from NCI-60 drug combinations with 297,098 pairs across 59 cell lines. The task is: Regression. Given two drug SMILES strings and cell line genomic features, predict the synergy score measuring deviation from expected non-interaction effect. (1) Drug 1: COC1=C(C=C2C(=C1)N=CN=C2NC3=CC(=C(C=C3)F)Cl)OCCCN4CCOCC4. Drug 2: CCC1(CC2CC(C3=C(CCN(C2)C1)C4=CC=CC=C4N3)(C5=C(C=C6C(=C5)C78CCN9C7C(C=CC9)(C(C(C8N6C=O)(C(=O)OC)O)OC(=O)C)CC)OC)C(=O)OC)O.OS(=O)(=O)O. Cell line: SF-268. Synergy scores: CSS=54.1, Synergy_ZIP=5.35, Synergy_Bliss=14.9, Synergy_Loewe=13.4, Synergy_HSA=13.5. (2) Synergy scores: CSS=24.6, Synergy_ZIP=-3.20, Synergy_Bliss=-2.36, Synergy_Loewe=-2.84, Synergy_HSA=-2.76. Drug 1: C1C(C(OC1N2C=C(C(=O)NC2=O)F)CO)O. Drug 2: C1CN(CCN1C(=O)CCBr)C(=O)CCBr. Cell line: NCI-H522. (3) Drug 1: CC1=C(C(CCC1)(C)C)C=CC(=CC=CC(=CC(=O)O)C)C. Drug 2: C1=NC2=C(N1)C(=S)N=CN2. Cell line: SK-OV-3. Synergy scores: CSS=26.3, Synergy_ZIP=-6.26, Synergy_Bliss=3.11, Synergy_Loewe=-9.54, Synergy_HSA=3.73. (4) Drug 1: CC(C1=C(C=CC(=C1Cl)F)Cl)OC2=C(N=CC(=C2)C3=CN(N=C3)C4CCNCC4)N. Synergy scores: CSS=18.8, Synergy_ZIP=-6.50, Synergy_Bliss=-6.26, Synergy_Loewe=-7.68, Synergy_HSA=-6.76. Drug 2: CNC(=O)C1=NC=CC(=C1)OC2=CC=C(C=C2)NC(=O)NC3=CC(=C(C=C3)Cl)C(F)(F)F. Cell line: HCT-15. (5) Drug 1: C1=C(C(=O)NC(=O)N1)F. Drug 2: C1CN1P(=S)(N2CC2)N3CC3. Cell line: SW-620. Synergy scores: CSS=50.3, Synergy_ZIP=-1.04, Synergy_Bliss=-0.943, Synergy_Loewe=-0.0377, Synergy_HSA=2.30. (6) Drug 1: C1=CC(=CC=C1CC(C(=O)O)N)N(CCCl)CCCl.Cl. Drug 2: CC1=CC=C(C=C1)C2=CC(=NN2C3=CC=C(C=C3)S(=O)(=O)N)C(F)(F)F. Cell line: K-562. Synergy scores: CSS=7.49, Synergy_ZIP=-3.23, Synergy_Bliss=1.17, Synergy_Loewe=-6.44, Synergy_HSA=-2.47.